Dataset: Forward reaction prediction with 1.9M reactions from USPTO patents (1976-2016). Task: Predict the product of the given reaction. (1) Given the reactants [CH:1]1([C@H:5]([NH:7][C:8]2[N:16]=[C:15]([C:17]3[NH:21][C:20](=[O:22])[O:19][N:18]=3)[N:14]=[C:13]3[C:9]=2[N:10]([CH2:33][C@H:34]2[CH2:39][CH2:38][C@H:37]([CH3:40])[CH2:36][CH2:35]2)[C:11]([C:23]([C:26]2[CH:31]=[CH:30][CH:29]=[CH:28][C:27]=2[F:32])(O)[CH3:24])=[N:12]3)[CH3:6])[CH2:4][CH2:3][CH2:2]1.O=S(Cl)Cl, predict the reaction product. The product is: [CH:1]1([C@H:5]([NH:7][C:8]2[N:16]=[C:15]([C:17]3[NH:21][C:20](=[O:22])[O:19][N:18]=3)[N:14]=[C:13]3[C:9]=2[N:10]([CH2:33][C@H:34]2[CH2:35][CH2:36][C@H:37]([CH3:40])[CH2:38][CH2:39]2)[C:11]([C:23]([C:26]2[CH:31]=[CH:30][CH:29]=[CH:28][C:27]=2[F:32])=[CH2:24])=[N:12]3)[CH3:6])[CH2:2][CH2:3][CH2:4]1. (2) Given the reactants Br[C:2]1[CH:11]=[CH:10][CH:9]=[C:8]2[C:3]=1[CH:4]=[CH:5][NH:6][C:7]2=[O:12].[B:13]1([B:13]2[O:17][C:16]([CH3:19])([CH3:18])[C:15]([CH3:21])([CH3:20])[O:14]2)[O:17][C:16]([CH3:19])([CH3:18])[C:15]([CH3:21])([CH3:20])[O:14]1, predict the reaction product. The product is: [CH3:20][C:15]1([CH3:21])[C:16]([CH3:19])([CH3:18])[O:17][B:13]([C:2]2[CH:11]=[CH:10][CH:9]=[C:8]3[C:3]=2[CH:4]=[CH:5][NH:6][C:7]3=[O:12])[O:14]1. (3) Given the reactants [CH3:1][O:2][C:3]1[N:8]=[CH:7][C:6]([C:9]2[N:10]([C:17]3[CH:22]=[CH:21][CH:20]=[CH:19][N:18]=3)[CH:11]=[C:12]([C:14]([OH:16])=O)[N:13]=2)=[CH:5][CH:4]=1.Cl.[F:24][CH:25]1[CH2:30][CH2:29][NH:28][CH2:27][CH2:26]1, predict the reaction product. The product is: [CH3:1][O:2][C:3]1[N:8]=[CH:7][C:6]([C:9]2[N:10]([C:17]3[CH:22]=[CH:21][CH:20]=[CH:19][N:18]=3)[CH:11]=[C:12]([C:14]([N:28]3[CH2:29][CH2:30][CH:25]([F:24])[CH2:26][CH2:27]3)=[O:16])[N:13]=2)=[CH:5][CH:4]=1.